From a dataset of Forward reaction prediction with 1.9M reactions from USPTO patents (1976-2016). Predict the product of the given reaction. (1) Given the reactants Br[C:2]1[CH:3]=[N:4][N:5]([C:7]([C:20]2[CH:25]=[CH:24][CH:23]=[CH:22][CH:21]=2)([C:14]2[CH:19]=[CH:18][CH:17]=[CH:16][CH:15]=2)[C:8]2[CH:13]=[CH:12][CH:11]=[CH:10][CH:9]=2)[CH:6]=1.[CH3:26][N:27]1[CH2:32][CH2:31][NH:30][CH2:29][CH2:28]1.CC(C)([O-])C.[Na+].CC(C1C=C(C(C)C)C(C2C=CC=CC=2P(C2CCCCC2)C2CCCCC2)=C(C(C)C)C=1)C, predict the reaction product. The product is: [CH3:26][N:27]1[CH2:32][CH2:31][N:30]([C:2]2[CH:3]=[N:4][N:5]([C:7]([C:20]3[CH:25]=[CH:24][CH:23]=[CH:22][CH:21]=3)([C:14]3[CH:19]=[CH:18][CH:17]=[CH:16][CH:15]=3)[C:8]3[CH:13]=[CH:12][CH:11]=[CH:10][CH:9]=3)[CH:6]=2)[CH2:29][CH2:28]1. (2) Given the reactants [C:1]([O:5][C:6]([NH:8][CH2:9][C@H:10]1[CH2:15][CH2:14][C@H:13]([CH2:16][NH:17][C:18]([C:20]2[C:29]3[C:24](=[CH:25][CH:26]=[CH:27][CH:28]=3)[N:23]=[C:22]([N:30]3[CH2:35][CH2:34][CH:33]([CH2:36][CH2:37][N:38]4[CH2:41][CH:40]([NH:42]C(=O)OCC5C=CC=CC=5)[CH2:39]4)[CH2:32][CH2:31]3)[CH:21]=2)=[O:19])[CH2:12][CH2:11]1)=[O:7])([CH3:4])([CH3:3])[CH3:2], predict the reaction product. The product is: [NH2:42][CH:40]1[CH2:39][N:38]([CH2:37][CH2:36][CH:33]2[CH2:32][CH2:31][N:30]([C:22]3[CH:21]=[C:20]([C:18]([NH:17][CH2:16][C@H:13]4[CH2:14][CH2:15][C@H:10]([CH2:9][NH:8][C:6](=[O:7])[O:5][C:1]([CH3:3])([CH3:2])[CH3:4])[CH2:11][CH2:12]4)=[O:19])[C:29]4[C:24](=[CH:25][CH:26]=[CH:27][CH:28]=4)[N:23]=3)[CH2:35][CH2:34]2)[CH2:41]1. (3) The product is: [C:1]([C:5]1[CH:20]=[CH:19][CH:18]=[CH:17][C:6]=1[O:7][C:8]1[C:13]([NH2:14])=[CH:12][CH:11]=[CH:10][N:9]=1)([CH3:4])([CH3:2])[CH3:3]. Given the reactants [C:1]([C:5]1[CH:20]=[CH:19][CH:18]=[CH:17][C:6]=1[O:7][C:8]1[C:13]([N+:14]([O-])=O)=[CH:12][CH:11]=[CH:10][N:9]=1)([CH3:4])([CH3:3])[CH3:2], predict the reaction product. (4) Given the reactants [CH:1]([N:4]1[C:8]([C:9]2[N:18]=[C:17]3[N:11]([CH2:12][CH2:13][O:14][C:15]4[CH:22]=[C:21]([C:23]5[N:24]=[C:25]([CH2:34][C:35]([CH3:38])([OH:37])[CH3:36])[N:26](C6CCCCO6)[CH:27]=5)[CH:20]=[CH:19][C:16]=43)[CH:10]=2)=[N:7][CH:6]=[N:5]1)([CH3:3])[CH3:2].Cl.CO, predict the reaction product. The product is: [CH:1]([N:4]1[C:8]([C:9]2[N:18]=[C:17]3[C:16]4[CH:19]=[CH:20][C:21]([C:23]5[NH:24][C:25]([CH2:34][C:35]([CH3:38])([OH:37])[CH3:36])=[N:26][CH:27]=5)=[CH:22][C:15]=4[O:14][CH2:13][CH2:12][N:11]3[CH:10]=2)=[N:7][CH:6]=[N:5]1)([CH3:3])[CH3:2]. (5) Given the reactants [NH2:1][C:2]1[N:3]([CH3:23])[CH2:4][C:5]2([C:15]3[C:10](=[CH:11][CH:12]=[C:13](Br)[CH:14]=3)[O:9][CH:8]([C:17]3[CH:22]=[CH:21][CH:20]=[CH:19][CH:18]=3)[CH2:7]2)[N:6]=1.[C:24]([NH:27][C:28]1[CH:29]=[C:30](B(O)O)[CH:31]=[CH:32][CH:33]=1)(=[O:26])[CH3:25].[O:37]1CCOCC1, predict the reaction product. The product is: [NH2:1][C:2]1[N:3]([CH3:23])[C:4](=[O:37])[C:5]2([C:15]3[C:10](=[CH:11][CH:12]=[C:13]([C:32]4[CH:33]=[C:28]([NH:27][C:24](=[O:26])[CH3:25])[CH:29]=[CH:30][CH:31]=4)[CH:14]=3)[O:9][CH:8]([C:17]3[CH:22]=[CH:21][CH:20]=[CH:19][CH:18]=3)[CH2:7]2)[N:6]=1. (6) Given the reactants Cl[C:2]1[CH:7]=[C:6]([C:8]2[CH:16]=[CH:15][CH:14]=[C:13]3[C:9]=2[CH:10]=[N:11][NH:12]3)[N:5]=[C:4]2[N:17]([CH3:20])[N:18]=[CH:19][C:3]=12.[CH3:21][NH:22][C:23]([C:25]1[CH:26]=[C:27](B(O)O)[CH:28]=[CH:29][CH:30]=1)=[O:24].C(=O)([O-])[O-].[Na+].[Na+], predict the reaction product. The product is: [NH:12]1[C:13]2[C:9](=[C:8]([C:6]3[N:5]=[C:4]4[N:17]([CH3:20])[N:18]=[CH:19][C:3]4=[C:2]([C:29]4[CH:30]=[C:25]([CH:26]=[CH:27][CH:28]=4)[C:23]([NH:22][CH3:21])=[O:24])[CH:7]=3)[CH:16]=[CH:15][CH:14]=2)[CH:10]=[N:11]1. (7) Given the reactants Cl.[Br:2][C:3]1[CH:4]=[C:5]([O:9]N)[CH:6]=[CH:7][CH:8]=1.O=[C:12]1[CH2:17][CH2:16][N:15]([C:18]([O:20][C:21]([CH3:24])([CH3:23])[CH3:22])=[O:19])[CH2:14][CH2:13]1, predict the reaction product. The product is: [Br:2][C:3]1[CH:8]=[CH:7][C:6]2[C:13]3[CH2:14][N:15]([C:18]([O:20][C:21]([CH3:24])([CH3:23])[CH3:22])=[O:19])[CH2:16][CH2:17][C:12]=3[O:9][C:5]=2[CH:4]=1. (8) Given the reactants [CH3:1][CH:2]1[C:6](=[O:7])[CH2:5][CH2:4][C:3]1=[O:8].[NH2:9][C:10]1[CH:18]=[CH:17][C:13]([C:14]([OH:16])=[O:15])=[C:12]([Cl:19])[CH:11]=1, predict the reaction product. The product is: [Cl:19][C:12]1[CH:11]=[C:10]([NH:9][C:6]2[CH2:5][CH2:4][C:3](=[O:8])[C:2]=2[CH3:1])[CH:18]=[CH:17][C:13]=1[C:14]([OH:16])=[O:15].[CH3:5][C:6]([CH3:2])=[O:7]. (9) Given the reactants Br[C:2]1[CH:7]=[CH:6][C:5]([C:8]2[O:12][N:11]=[C:10]([CH3:13])[C:9]=2[CH2:14][C:15]([NH:17][CH:18]([C:20]2[CH:25]=[CH:24][CH:23]=[CH:22][CH:21]=2)[CH3:19])=[O:16])=[CH:4][CH:3]=1.[CH2:26]([O:28][C:29]([C:31]1([C:34]2[CH:39]=[CH:38][C:37](B3OC(C)(C)C(C)(C)O3)=[CH:36][CH:35]=2)[CH2:33][CH2:32]1)=[O:30])[CH3:27], predict the reaction product. The product is: [CH2:26]([O:28][C:29]([C:31]1([C:34]2[CH:39]=[CH:38][C:37]([C:2]3[CH:7]=[CH:6][C:5]([C:8]4[O:12][N:11]=[C:10]([CH3:13])[C:9]=4[CH2:14][C:15](=[O:16])[NH:17][CH:18]([C:20]4[CH:25]=[CH:24][CH:23]=[CH:22][CH:21]=4)[CH3:19])=[CH:4][CH:3]=3)=[CH:36][CH:35]=2)[CH2:32][CH2:33]1)=[O:30])[CH3:27]. (10) Given the reactants [NH2:1][C:2]1[C:7]([NH2:8])=[C:6]([C:9]2[CH:27]=[CH:26][C:12]([CH2:13][NH:14][C:15]([C:17]3[O:21][N:20]=[C:19]([C:22]([CH3:25])([CH3:24])[CH3:23])[N:18]=3)=[O:16])=[C:11]([F:28])[CH:10]=2)[CH:5]=[CH:4][N:3]=1.[F:29][C:30]([F:35])([F:34])[C:31](O)=O.CCN(C(C)C)C(C)C.C(P1(=O)OP(=O)(CCC)OP(=O)(CCC)O1)CC, predict the reaction product. The product is: [F:28][C:11]1[CH:10]=[C:9]([C:6]2[CH:5]=[CH:4][N:3]=[C:2]3[NH:1][C:31]([C:30]([F:35])([F:34])[F:29])=[N:8][C:7]=23)[CH:27]=[CH:26][C:12]=1[CH2:13][NH:14][C:15]([C:17]1[O:21][N:20]=[C:19]([C:22]([CH3:23])([CH3:24])[CH3:25])[N:18]=1)=[O:16].